The task is: Binary Classification. Given a T-cell receptor sequence (or CDR3 region) and an epitope sequence, predict whether binding occurs between them.. This data is from TCR-epitope binding with 47,182 pairs between 192 epitopes and 23,139 TCRs. (1) The epitope is RLRPGGKKR. The TCR CDR3 sequence is CSVRPPSDRVIRPEAFF. Result: 0 (the TCR does not bind to the epitope). (2) The epitope is ILHCANFNV. The TCR CDR3 sequence is CASSLGGGGAFF. Result: 1 (the TCR binds to the epitope).